This data is from Forward reaction prediction with 1.9M reactions from USPTO patents (1976-2016). The task is: Predict the product of the given reaction. Given the reactants [CH:1]1([N:6]2[C:10]3[N:11]=[C:12]([NH2:15])[N:13]=[CH:14][C:9]=3[C:8]3[CH:16]=[CH:17][N:18]=[CH:19][C:7]2=3)[CH2:5][CH2:4][CH2:3][CH2:2]1.Cl[C:21]1[N:26]=[CH:25][C:24]([N:27]2[CH2:32][CH2:31][N:30]([CH2:33][CH2:34][O:35][Si:36]([C:39]([CH3:42])([CH3:41])[CH3:40])([CH3:38])[CH3:37])[CH2:29][CH2:28]2)=[CH:23][CH:22]=1.CC(C)([O-])C.[Na+].C1(P(C2C=CC=CC=2)C2C3OC4C(=CC=CC=4P(C4C=CC=CC=4)C4C=CC=CC=4)C(C)(C)C=3C=CC=2)C=CC=CC=1, predict the reaction product. The product is: [Si:36]([O:35][CH2:34][CH2:33][N:30]1[CH2:31][CH2:32][N:27]([C:24]2[CH:23]=[CH:22][C:21]([NH:15][C:12]3[N:13]=[CH:14][C:9]4[C:8]5[CH:16]=[CH:17][N:18]=[CH:19][C:7]=5[N:6]([CH:1]5[CH2:2][CH2:3][CH2:4][CH2:5]5)[C:10]=4[N:11]=3)=[N:26][CH:25]=2)[CH2:28][CH2:29]1)([C:39]([CH3:42])([CH3:40])[CH3:41])([CH3:37])[CH3:38].